This data is from Reaction yield outcomes from USPTO patents with 853,638 reactions. The task is: Predict the reaction yield, written as a fraction of the theoretical maximum amount of product (1.0 means a 100% yield; for example, 0.34 means a 34% yield). (1) The yield is 0.690. The product is [N:17]1([CH2:16][CH2:15][N:14]2[C:8]3[C:9](=[CH:10][C:11]4[C:2]([NH:36][C:35]5[CH:34]=[CH:33][C:32]([O:25][C:26]6[CH:31]=[CH:30][CH:29]=[CH:28][CH:27]=6)=[CH:38][CH:37]=5)=[C:3]([C:23]#[N:24])[CH:4]=[N:5][C:6]=4[CH:7]=3)[N:12]=[CH:13]2)[CH2:22][CH2:21][O:20][CH2:19][CH2:18]1. The catalyst is C(OCCO)C. The reactants are Cl[C:2]1[C:11]2[CH:10]=[C:9]3[N:12]=[CH:13][N:14]([CH2:15][CH2:16][N:17]4[CH2:22][CH2:21][O:20][CH2:19][CH2:18]4)[C:8]3=[CH:7][C:6]=2[N:5]=[CH:4][C:3]=1[C:23]#[N:24].[O:25]([C:32]1[CH:38]=[CH:37][C:35]([NH2:36])=[CH:34][CH:33]=1)[C:26]1[CH:31]=[CH:30][CH:29]=[CH:28][CH:27]=1.Cl.N1C=CC=CC=1. (2) The reactants are S(Cl)(Cl)=O.C1(CCC(O)=O)C=CC=CC=1.C1(CCC(Cl)=O)C=CC=CC=1.[C:27]1([CH2:33][CH2:34][C:35]([N:37]=[C:38]=[S:39])=[O:36])[CH:32]=[CH:31][CH:30]=[CH:29][CH:28]=1.[CH3:40][O:41][C:42]1[CH:43]=[C:44]2[C:49](=[CH:50][C:51]=1[O:52][CH3:53])[N:48]=[CH:47][CH:46]=[C:45]2[O:54][C:55]1[CH:61]=[CH:60][C:58]([NH2:59])=[C:57]([F:62])[CH:56]=1. The catalyst is C(O)C.C1(C)C=CC=CC=1. The product is [CH3:40][O:41][C:42]1[CH:43]=[C:44]2[C:49](=[CH:50][C:51]=1[O:52][CH3:53])[N:48]=[CH:47][CH:46]=[C:45]2[O:54][C:55]1[CH:61]=[CH:60][C:58]([NH:59][C:38]([NH:37][C:35](=[O:36])[CH2:34][CH2:33][C:27]2[CH:32]=[CH:31][CH:30]=[CH:29][CH:28]=2)=[S:39])=[C:57]([F:62])[CH:56]=1. The yield is 0.740.